From a dataset of Peptide-MHC class I binding affinity with 185,985 pairs from IEDB/IMGT. Regression. Given a peptide amino acid sequence and an MHC pseudo amino acid sequence, predict their binding affinity value. This is MHC class I binding data. (1) The peptide sequence is YFSFKKCLVY. The MHC is HLA-A31:01 with pseudo-sequence HLA-A31:01. The binding affinity (normalized) is 0.267. (2) The peptide sequence is EVDQTKIQY. The MHC is SLA-10401 with pseudo-sequence SLA-10401. The binding affinity (normalized) is 0.657. (3) The peptide sequence is TLASIGTAF. The MHC is HLA-A02:11 with pseudo-sequence HLA-A02:11. The binding affinity (normalized) is 0.0847.